This data is from Full USPTO retrosynthesis dataset with 1.9M reactions from patents (1976-2016). The task is: Predict the reactants needed to synthesize the given product. (1) The reactants are: C([O:3][C:4](=[O:22])[CH2:5][C:6]1[C:11]([C:12]#[N:13])=[CH:10][CH:9]=[C:8]([NH:14][C:15]([O:17][C:18]([CH3:21])([CH3:20])[CH3:19])=[O:16])[N:7]=1)C.[Li+].[OH-].Cl. Given the product [C:18]([O:17][C:15]([NH:14][C:8]1[N:7]=[C:6]([CH2:5][C:4]([OH:22])=[O:3])[C:11]([C:12]#[N:13])=[CH:10][CH:9]=1)=[O:16])([CH3:21])([CH3:19])[CH3:20], predict the reactants needed to synthesize it. (2) Given the product [NH2:1][C:2]1[C:3]([C:7](=[N:8][OH:9])[NH:15][CH2:14][CH2:13][O:12][CH3:11])=[N:4][O:5][N:6]=1, predict the reactants needed to synthesize it. The reactants are: [NH2:1][C:2]1[C:3]([C:7](Cl)=[N:8][OH:9])=[N:4][O:5][N:6]=1.[CH3:11][O:12][CH2:13][CH2:14][NH2:15].C(N(CC)CC)C.